Dataset: Peptide-MHC class I binding affinity with 185,985 pairs from IEDB/IMGT. Task: Regression. Given a peptide amino acid sequence and an MHC pseudo amino acid sequence, predict their binding affinity value. This is MHC class I binding data. (1) The peptide sequence is RYEFTAPFI. The MHC is HLA-A25:01 with pseudo-sequence HLA-A25:01. The binding affinity (normalized) is 0.0847. (2) The peptide sequence is ALFHKVQSY. The MHC is HLA-A31:01 with pseudo-sequence HLA-A31:01. The binding affinity (normalized) is 0.235. (3) The peptide sequence is NDNFLMSNV. The MHC is HLA-B44:03 with pseudo-sequence HLA-B44:03. The binding affinity (normalized) is 0.0862. (4) The peptide sequence is KAGQYVTIW. The MHC is HLA-A03:01 with pseudo-sequence HLA-A03:01. The binding affinity (normalized) is 0.000159. (5) The peptide sequence is KVMDFGIAR. The MHC is HLA-A26:01 with pseudo-sequence HLA-A26:01. The binding affinity (normalized) is 0.0847. (6) The peptide sequence is KMFSNNVLI. The MHC is HLA-A32:01 with pseudo-sequence HLA-A32:01. The binding affinity (normalized) is 0.991. (7) The peptide sequence is HQRRLVKLLL. The MHC is HLA-A02:03 with pseudo-sequence HLA-A02:03. The binding affinity (normalized) is 0.440.